Dataset: Full USPTO retrosynthesis dataset with 1.9M reactions from patents (1976-2016). Task: Predict the reactants needed to synthesize the given product. (1) Given the product [CH3:8][N:9]([C:23]1[CH:24]=[CH:25][C:26]([N+:29]([O-:31])=[O:30])=[CH:27][CH:28]=1)[CH2:10][CH2:11][N:34]1[CH2:35][CH2:36][CH2:33][CH2:32]1, predict the reactants needed to synthesize it. The reactants are: OC(C(F)(F)F)=O.[CH3:8][N:9]([C:23]1[CH:28]=[CH:27][C:26]([N+:29]([O-:31])=[O:30])=[CH:25][CH:24]=1)[CH2:10][CH2:11]OS(C1C=CC(C)=CC=1)(=O)=O.[CH2:32]([N:34](CC)[CH2:35][CH3:36])[CH3:33].N1CCCC1. (2) The reactants are: [CH2:1]([N:3]([CH2:11][CH3:12])[C:4]1[CH:5]=[C:6]([OH:10])[CH:7]=[CH:8][CH:9]=1)[CH3:2].[OH:13][C:14]1[CH:15]=[C:16]([CH:21]=[CH:22][CH:23]=1)[C:17](OC)=O.[NH3:24]. Given the product [CH2:11]([N:3]([CH2:1][CH3:2])[C:4]1[CH:5]=[C:6]([CH:7]=[CH:8][CH:9]=1)[O:10][CH2:8][CH2:9][CH2:4][CH:5]([CH3:6])[O:13][C:14]1[CH:23]=[CH:22][CH:21]=[C:16]2[C:15]=1[N:24]=[C:1]([NH2:3])[CH:2]=[CH:17]2)[CH3:12], predict the reactants needed to synthesize it. (3) The reactants are: [C:1]([O:5][C:6]([NH:8][C@H:9]1[C@@:14]([OH:16])([CH3:15])[C@@H:13]([CH3:17])[O:12][C@@H:11]([C:18]2[CH:23]=[CH:22][N:21]=[CH:20][C:19]=2[NH:24][C:25]([C:27]2[N:32]=[C:31]([C:33]3[C:41]([F:42])=[CH:40][C:36]([C:37](O)=[O:38])=[CH:35][C:34]=3[F:43])[C:30]([F:44])=[CH:29][CH:28]=2)=[O:26])[CH2:10]1)=[O:7])([CH3:4])([CH3:3])[CH3:2].[CH3:45][NH:46][CH3:47].C(N(C(C)C)C(C)C)C.N1C2C(=NC=CC=2)N(O)N=1.Cl.C(N=C=NCCCN(C)C)C. Given the product [CH3:45][N:46]([CH3:47])[C:37]([C:36]1[CH:35]=[C:34]([F:43])[C:33]([C:31]2[N:32]=[C:27]([C:25]([NH:24][C:19]3[CH:20]=[N:21][CH:22]=[CH:23][C:18]=3[C@@H:11]3[O:12][C@H:13]([CH3:17])[C@:14]([OH:16])([CH3:15])[C@H:9]([NH:8][C:6](=[O:7])[O:5][C:1]([CH3:3])([CH3:2])[CH3:4])[CH2:10]3)=[O:26])[CH:28]=[CH:29][C:30]=2[F:44])=[C:41]([F:42])[CH:40]=1)=[O:38], predict the reactants needed to synthesize it. (4) Given the product [F:9][C:8]([F:11])([F:10])[C:5]1[CH:6]=[CH:7][C:2]([CH:21]2[C:17]3=[N:18][CH:19]=[CH:20][N:15]=[C:16]3[CH:24]=[CH:23][N:22]2[C:26]([O:28][CH2:29][CH3:30])=[O:27])=[CH:3][CH:4]=1, predict the reactants needed to synthesize it. The reactants are: Br[C:2]1[CH:7]=[CH:6][C:5]([C:8]([F:11])([F:10])[F:9])=[CH:4][CH:3]=1.[Mg].II.[N:15]1[CH:20]=[CH:19][N:18]=[C:17]2[CH:21]=[N:22][CH:23]=[CH:24][C:16]=12.Cl[C:26]([O:28][CH2:29][CH3:30])=[O:27].N#N. (5) Given the product [F:25][CH:24]([F:26])[C:20]1[NH:19][C:16]([CH3:17])=[C:13]([C:14]#[N:15])[CH:12]([C:3]2[CH:4]=[C:5]3[C:9](=[CH:10][C:2]=2[F:1])[NH:8][N:7]=[C:6]3[CH3:11])[C:21]=1[C:22]#[N:23], predict the reactants needed to synthesize it. The reactants are: [F:1][C:2]1[CH:10]=[C:9]2[C:5]([C:6]([CH3:11])=[N:7][NH:8]2)=[CH:4][C:3]=1/[CH:12]=[C:13](/[C:16](=O)[CH3:17])\[C:14]#[N:15].[NH2:19][C:20]([CH:24]([F:26])[F:25])=[CH:21][C:22]#[N:23]. (6) Given the product [CH3:1][O:2][C:3](=[O:24])[CH2:4][O:5][C:6]1[CH:11]=[CH:10][CH:9]=[CH:8][C:7]=1[N:12]([C:14](=[O:23])[C:15]1[CH:20]=[CH:19][C:18]([Cl:21])=[C:17]([B:25]2[O:29][C:28]([CH3:31])([CH3:30])[C:27]([CH3:33])([CH3:32])[O:26]2)[CH:16]=1)[CH3:13], predict the reactants needed to synthesize it. The reactants are: [CH3:1][O:2][C:3](=[O:24])[CH2:4][O:5][C:6]1[CH:11]=[CH:10][CH:9]=[CH:8][C:7]=1[N:12]([C:14](=[O:23])[C:15]1[CH:20]=[CH:19][C:18]([Cl:21])=[C:17](Br)[CH:16]=1)[CH3:13].[B:25]1([B:25]2[O:29][C:28]([CH3:31])([CH3:30])[C:27]([CH3:33])([CH3:32])[O:26]2)[O:29][C:28]([CH3:31])([CH3:30])[C:27]([CH3:33])([CH3:32])[O:26]1.C([O-])(=O)C.[K+]. (7) Given the product [CH:1]1([C:4]#[C:5][C:6]2[S:7][CH:8]=[C:9]([C:11]([OH:13])=[O:12])[N:10]=2)[CH2:3][CH2:2]1, predict the reactants needed to synthesize it. The reactants are: [CH:1]1([C:4]#[C:5][C:6]2[S:7][CH:8]=[C:9]([C:11]([O:13]C)=[O:12])[N:10]=2)[CH2:3][CH2:2]1.[OH-].[Na+].Cl.